This data is from Forward reaction prediction with 1.9M reactions from USPTO patents (1976-2016). The task is: Predict the product of the given reaction. (1) Given the reactants [OH-].[Na+].[CH2:3]([O:7][C:8]1[CH:13]=[C:12](/[CH:14]=[C:15](\[CH3:21])/[C:16]([O:18]CC)=[O:17])[CH:11]=[CH:10][C:9]=1[C:22]1[CH:27]=[CH:26][CH:25]=[C:24]([N:28]([CH3:39])[C:29]([NH:31][CH2:32][CH2:33][CH2:34][CH2:35][CH2:36][CH2:37][CH3:38])=[O:30])[CH:23]=1)[CH2:4][CH2:5][CH3:6], predict the reaction product. The product is: [CH2:3]([O:7][C:8]1[CH:13]=[C:12](/[CH:14]=[C:15](\[CH3:21])/[C:16]([OH:18])=[O:17])[CH:11]=[CH:10][C:9]=1[C:22]1[CH:27]=[CH:26][CH:25]=[C:24]([N:28]([CH3:39])[C:29]([NH:31][CH2:32][CH2:33][CH2:34][CH2:35][CH2:36][CH2:37][CH3:38])=[O:30])[CH:23]=1)[CH2:4][CH2:5][CH3:6]. (2) The product is: [C:20]([C:2]1[CH:7]=[C:6]([O:8][C:9]2[CH:10]=[CH:11][C:12]([NH:16][C:17](=[O:19])[CH3:18])=[N:13][C:14]=2[CH3:15])[CH:5]=[CH:4][N:3]=1)#[CH:21]. Given the reactants Cl[C:2]1[CH:7]=[C:6]([O:8][C:9]2[CH:10]=[CH:11][C:12]([NH:16][C:17](=[O:19])[CH3:18])=[N:13][C:14]=2[CH3:15])[CH:5]=[CH:4][N:3]=1.[CH3:20][CH2:21]OC(C)=O, predict the reaction product. (3) The product is: [Br:1][C:2]1[CH:7]=[CH:6][C:5]([NH:8][C:9]([NH:16][CH2:15][CH2:14][Cl:13])=[O:10])=[C:4]([Cl:11])[CH:3]=1. Given the reactants [Br:1][C:2]1[CH:7]=[CH:6][C:5]([N:8]=[C:9]=[O:10])=[C:4]([Cl:11])[CH:3]=1.Cl.[Cl:13][CH2:14][CH2:15][NH2:16].O, predict the reaction product.